This data is from Forward reaction prediction with 1.9M reactions from USPTO patents (1976-2016). The task is: Predict the product of the given reaction. (1) Given the reactants [CH2:1]([O:3][C:4](=[O:16])[CH2:5][N:6]1[C:14]2[C:9](=[CH:10][CH:11]=[C:12]([OH:15])[CH:13]=2)[CH:8]=[CH:7]1)[CH3:2].[CH3:17][C:18]1[C:23]([CH2:24]O)=[C:22]([C:26]([F:29])([F:28])[F:27])[CH:21]=[C:20]([C:30]2[CH:35]=[CH:34][C:33]([O:36][C:37]([F:40])([F:39])[F:38])=[CH:32][CH:31]=2)[N:19]=1.C(P(CCCC)CCCC)CCC.CN(C)C(N=NC(N(C)C)=O)=O, predict the reaction product. The product is: [CH2:1]([O:3][C:4](=[O:16])[CH2:5][N:6]1[C:14]2[C:9](=[CH:10][CH:11]=[C:12]([O:15][CH2:24][C:23]3[C:18]([CH3:17])=[N:19][C:20]([C:30]4[CH:31]=[CH:32][C:33]([O:36][C:37]([F:39])([F:38])[F:40])=[CH:34][CH:35]=4)=[CH:21][C:22]=3[C:26]([F:27])([F:29])[F:28])[CH:13]=2)[CH:8]=[CH:7]1)[CH3:2]. (2) Given the reactants Cl[C:2]1[NH:3][C:4]([C:13]2[CH:18]=[CH:17][CH:16]=[CH:15][CH:14]=2)=[C:5]([F:12])[C:6]=1[C:7]([O:9][CH2:10][CH3:11])=[O:8], predict the reaction product. The product is: [F:12][C:5]1[C:6]([C:7]([O:9][CH2:10][CH3:11])=[O:8])=[CH:2][NH:3][C:4]=1[C:13]1[CH:18]=[CH:17][CH:16]=[CH:15][CH:14]=1.